Dataset: Forward reaction prediction with 1.9M reactions from USPTO patents (1976-2016). Task: Predict the product of the given reaction. (1) Given the reactants Cl[C:2]1[C:3]2[C:10]([Cl:11])=[CH:9][NH:8][C:4]=2[N:5]=[CH:6][N:7]=1.[NH:12]1[CH2:17][CH2:16][CH2:15][CH2:14][CH2:13]1.O.Cl, predict the reaction product. The product is: [Cl:11][C:10]1[C:3]2[C:2]([N:12]3[CH2:17][CH2:16][CH2:15][CH2:14][CH2:13]3)=[N:7][CH:6]=[N:5][C:4]=2[NH:8][CH:9]=1. (2) Given the reactants [C:1]([NH2:9])(=[O:8])[C:2]1[CH:7]=[CH:6][CH:5]=[CH:4][CH:3]=1.[NH:10]1[CH2:15][CH2:14][O:13][CH2:12][CH2:11]1.[CH2:16]=O, predict the reaction product. The product is: [N:10]1([CH2:16][NH:9][C:1](=[O:8])[C:2]2[CH:7]=[CH:6][CH:5]=[CH:4][CH:3]=2)[CH2:15][CH2:14][O:13][CH2:12][CH2:11]1. (3) Given the reactants [Br:1][C:2]1[CH:3]=[C:4]2[C:8](=[CH:9][CH:10]=1)[CH2:7][NH:6][CH2:5]2.[C:11](O[C:11]([O:13][C:14]([CH3:17])([CH3:16])[CH3:15])=[O:12])([O:13][C:14]([CH3:17])([CH3:16])[CH3:15])=[O:12], predict the reaction product. The product is: [C:14]([O:13][C:11]([N:6]1[CH2:5][C:4]2[C:8](=[CH:9][CH:10]=[C:2]([Br:1])[CH:3]=2)[CH2:7]1)=[O:12])([CH3:17])([CH3:16])[CH3:15]. (4) Given the reactants [C:1]([O:4][C:5]1[CH:10]=[C:9]([CH3:11])[C:8]([Br:12])=[C:7]([CH2:13]Br)[CH:6]=1)(=[O:3])[CH3:2].[C:15]([O-:18])(=[O:17])[CH3:16].[Na+].C(OCC)(=O)C, predict the reaction product. The product is: [C:15]([O:18][CH2:13][C:7]1[CH:6]=[C:5]([O:4][C:1](=[O:3])[CH3:2])[CH:10]=[C:9]([CH3:11])[C:8]=1[Br:12])(=[O:17])[CH3:16].